This data is from Orexin1 receptor HTS with 218,158 compounds and 233 confirmed actives. The task is: Binary Classification. Given a drug SMILES string, predict its activity (active/inactive) in a high-throughput screening assay against a specified biological target. (1) The drug is Brc1cc(C(=O)c2cn(CCC(C)C)c(=O)c(c2)C(=O)NCCC(C)C)c(O)cc1. The result is 0 (inactive). (2) The drug is O=C1N(C(=O)NC21CCC(CC2)C)CC(=O)NC1(CCCCC1)C#N. The result is 0 (inactive). (3) The drug is Fc1ccc(Cn2c3c(nc2CC)cccc3)cc1. The result is 0 (inactive). (4) The molecule is O=C(N\N=C\c1cc(O)ccc1)c1nnn(c1CN(C1CCCCC1)C)c1nonc1N. The result is 0 (inactive). (5) The compound is S=C(N1CCC(NC(=O)c2occc2)CC1)Nc1cc(c(cc1)C)C. The result is 0 (inactive). (6) The drug is S(=O)(=O)(NCC1OCCC1)c1ccc(NC(=O)c2cc3c(oc2=O)c(OC)ccc3)cc1. The result is 0 (inactive). (7) The compound is Fc1ccc(CCNC(=O)c2cc(OC)c(OC)cc2)cc1. The result is 0 (inactive).